Dataset: Forward reaction prediction with 1.9M reactions from USPTO patents (1976-2016). Task: Predict the product of the given reaction. (1) Given the reactants [CH3:1][C:2]1[N:3]([C:7]2[CH:8]=[C:9]([NH:17]C(=O)OC(C)(C)C)[CH:10]=[C:11]([C:13]([F:16])([F:15])[F:14])[CH:12]=2)[CH:4]=[CH:5][N:6]=1.N1(C2C=C(NC(=O)OC(C)(C)C)C=C(C(F)(F)F)C=2)CCOCC1, predict the reaction product. The product is: [CH3:1][C:2]1[N:3]([C:7]2[CH:12]=[C:11]([C:13]([F:16])([F:14])[F:15])[CH:10]=[C:9]([NH2:17])[CH:8]=2)[CH:4]=[CH:5][N:6]=1. (2) The product is: [CH2:30]([O:32][C:33](=[O:37])[CH2:34][N:35]([C:11](=[O:13])[CH2:10][N:8]([C:6]([O:5][C:1]([CH3:2])([CH3:3])[CH3:4])=[O:7])[CH3:9])[CH3:36])[CH3:31]. Given the reactants [C:1]([O:5][C:6]([N:8]([CH2:10][C:11]([OH:13])=O)[CH3:9])=[O:7])([CH3:4])([CH3:3])[CH3:2].CCN(CC)CC.ClC(OCC(C)C)=O.Cl.[CH2:30]([O:32][C:33](=[O:37])[CH2:34][NH:35][CH3:36])[CH3:31], predict the reaction product. (3) Given the reactants [OH:1][C:2]1[CH:3]=[C:4]([C:11]([OH:13])=O)[C:5](=[CH:9][CH:10]=1)[C:6]([OH:8])=O.[NH2:14][C:15]1[CH:20]=[CH:19][C:18]([OH:21])=[CH:17][CH:16]=1.O, predict the reaction product. The product is: [OH:1][C:2]1[CH:3]=[C:4]2[C:5](=[CH:9][CH:10]=1)[C:6](=[O:8])[N:14]([C:15]1[CH:20]=[CH:19][C:18]([OH:21])=[CH:17][CH:16]=1)[C:11]2=[O:13]. (4) Given the reactants [F:1][C:2]([F:35])([F:34])[C:3]([C:9]1[CH:33]=[CH:32][C:12]([CH2:13][N:14]2[CH2:19][CH2:18][CH:17]([C:20]([C:22]3[CH:27]=[CH:26][C:25]([NH:28][C:29](=[O:31])[CH3:30])=[CH:24][CH:23]=3)=[O:21])[CH2:16][CH2:15]2)=[CH:11][CH:10]=1)([OH:8])[C:4]([F:7])([F:6])[F:5].[CH3:36][Mg]Br.C(OCC)C, predict the reaction product. The product is: [F:35][C:2]([F:1])([F:34])[C:3]([C:9]1[CH:10]=[CH:11][C:12]([CH2:13][N:14]2[CH2:15][CH2:16][CH:17]([C:20]([C:22]3[CH:23]=[CH:24][C:25]([NH:28][C:29](=[O:31])[CH3:30])=[CH:26][CH:27]=3)([OH:21])[CH3:36])[CH2:18][CH2:19]2)=[CH:32][CH:33]=1)([OH:8])[C:4]([F:7])([F:6])[F:5]. (5) Given the reactants [CH3:1][O:2][C:3]1[C:8]([F:9])=[CH:7][C:6](Br)=[CH:5][C:4]=1[F:11].[C:12]([Cu])#[N:13], predict the reaction product. The product is: [F:11][C:4]1[CH:5]=[C:6]([CH:7]=[C:8]([F:9])[C:3]=1[O:2][CH3:1])[C:12]#[N:13].